This data is from Forward reaction prediction with 1.9M reactions from USPTO patents (1976-2016). The task is: Predict the product of the given reaction. (1) Given the reactants [Cl:1][C:2]1[N:7]=[C:6]([CH2:8][C:9]([C:11]2[C:12]([O:24][CH3:25])=[C:13]([NH:17][C:18](=[O:23])[O:19][CH2:20][CH:21]=[CH2:22])[CH:14]=[CH:15][CH:16]=2)=O)[CH:5]=[CH:4][N:3]=1.C1C(=O)N(Br)C(=O)C1.[N:34]1([C:40](=[S:42])[NH2:41])[CH2:39][CH2:38][O:37][CH2:36][CH2:35]1, predict the reaction product. The product is: [Cl:1][C:2]1[N:7]=[C:6]([C:8]2[S:42][C:40]([N:34]3[CH2:39][CH2:38][O:37][CH2:36][CH2:35]3)=[N:41][C:9]=2[C:11]2[C:12]([O:24][CH3:25])=[C:13]([NH:17][C:18](=[O:23])[O:19][CH2:20][CH:21]=[CH2:22])[CH:14]=[CH:15][CH:16]=2)[CH:5]=[CH:4][N:3]=1. (2) Given the reactants [CH2:1]([C@@H:5]1[NH:10][CH2:9][C@H:8]([CH2:11][CH:12]([CH3:14])[CH3:13])[NH:7][C:6]1=[O:15])[CH:2]([CH3:4])[CH3:3].[F:16][C:17]1[CH:27]=[CH:26][C:20](/[CH:21]=[CH:22]/[C:23](O)=[O:24])=[CH:19][C:18]=1[Cl:28].C([C@@H]1N(C(=O)/C=C/C2C=CC=CC=2)C[C@H](CC(C)C)NC1=O)C(C)C, predict the reaction product. The product is: [Cl:28][C:18]1[CH:19]=[C:20]([CH:21]=[CH:22][C:23]([N:10]2[CH2:9][C@H:8]([CH2:11][CH:12]([CH3:14])[CH3:13])[NH:7][C:6](=[O:15])[C@@H:5]2[CH2:1][CH:2]([CH3:4])[CH3:3])=[O:24])[CH:26]=[CH:27][C:17]=1[F:16]. (3) Given the reactants CCN(C(C)C)C(C)C.[C:10]([C:14]1[N:18]([CH2:19][CH:20]2[CH2:25][CH2:24][O:23][CH2:22][CH2:21]2)[C:17]2[CH:26]=[CH:27][C:28]([S:30]([N:33]3[CH:37]=[CH:36][C:35]([C:38]([OH:40])=O)=[CH:34]3)(=[O:32])=[O:31])=[CH:29][C:16]=2[N:15]=1)([CH3:13])([CH3:12])[CH3:11].[CH:41]1([NH2:45])[CH2:44][CH2:43][CH2:42]1.CN(C(ON1N=NC2C=CC=NC1=2)=[N+](C)C)C.F[P-](F)(F)(F)(F)F, predict the reaction product. The product is: [C:10]([C:14]1[N:18]([CH2:19][CH:20]2[CH2:25][CH2:24][O:23][CH2:22][CH2:21]2)[C:17]2[CH:26]=[CH:27][C:28]([S:30]([N:33]3[CH:37]=[CH:36][C:35]([C:38]([NH:45][CH:41]4[CH2:44][CH2:43][CH2:42]4)=[O:40])=[CH:34]3)(=[O:32])=[O:31])=[CH:29][C:16]=2[N:15]=1)([CH3:12])([CH3:13])[CH3:11]. (4) Given the reactants [C:1]([NH:4][NH:5][C:6]1[CH:11]=[CH:10][CH:9]=[CH:8][CH:7]=1)(=[O:3])[CH3:2].Br[CH:13]([OH:15])[CH3:14].C(N(C(C)C)CC)(C)C, predict the reaction product. The product is: [C:1]([NH:4][N:5]([CH2:14][CH2:13][OH:15])[C:6]1[CH:11]=[CH:10][CH:9]=[CH:8][CH:7]=1)(=[O:3])[CH3:2].